From a dataset of CYP3A4 inhibition data for predicting drug metabolism from PubChem BioAssay. Regression/Classification. Given a drug SMILES string, predict its absorption, distribution, metabolism, or excretion properties. Task type varies by dataset: regression for continuous measurements (e.g., permeability, clearance, half-life) or binary classification for categorical outcomes (e.g., BBB penetration, CYP inhibition). Dataset: cyp3a4_veith. (1) The compound is CCOC(=O)C1=C(C)NC(c2ccccc2)=C(C(=O)OCc2ccc([N+](=O)[O-])cc2)[C@@H]1C#Cc1ccccc1. The result is 1 (inhibitor). (2) The molecule is COCCOC(=O)C1=C(C)NC(C)=C(C(=O)OC(C)C)[C@H]1c1cccc([N+](=O)[O-])c1. The result is 1 (inhibitor).